From a dataset of Full USPTO retrosynthesis dataset with 1.9M reactions from patents (1976-2016). Predict the reactants needed to synthesize the given product. (1) Given the product [OH:20][CH:21]1[CH2:22][CH:23]2[N:24]([CH:10](/[CH:9]=[CH:8]/[C:6]3[CH:5]=[CH:4][CH:3]=[C:2]([CH3:1])[N:7]=3)[CH:16]3[C:17](=[O:18])[N:13]([CH3:12])[C:14](=[O:19])[CH:15]32)[CH2:25]1, predict the reactants needed to synthesize it. The reactants are: [CH3:1][C:2]1[N:7]=[C:6](/[CH:8]=[CH:9]/[CH:10]=O)[CH:5]=[CH:4][CH:3]=1.[CH3:12][N:13]1[C:17](=[O:18])[CH:16]=[CH:15][C:14]1=[O:19].[OH:20][C@@H:21]1[CH2:25][NH:24][C@H:23](C(O)=O)[CH2:22]1. (2) Given the product [C:14]([CH:22]1[CH2:27][CH2:26][N:25]([C:6]2[C:7]3[C:12](=[CH:11][CH:10]=[CH:9][CH:8]=3)[C:3]([C:1]#[N:2])=[CH:4][CH:5]=2)[CH2:24][CH2:23]1)(=[O:21])[C:15]1[CH:20]=[CH:19][CH:18]=[CH:17][CH:16]=1, predict the reactants needed to synthesize it. The reactants are: [C:1]([C:3]1[C:12]2[C:7](=[CH:8][CH:9]=[CH:10][CH:11]=2)[C:6](F)=[CH:5][CH:4]=1)#[N:2].[C:14]([CH:22]1[CH2:27][CH2:26][NH:25][CH2:24][CH2:23]1)(=[O:21])[C:15]1[CH:20]=[CH:19][CH:18]=[CH:17][CH:16]=1. (3) Given the product [CH:8]1[C:9]2[C:14](=[CH:13][CH:12]=[CH:11][CH:10]=2)[CH:15]=[CH:16][C:7]=1[C:5]1[N:6]=[C:2]([NH:1][C:25]([C:17]2[CH2:21][CH2:20][CH2:19][C:18]=2[C:22]([OH:24])=[O:23])=[O:26])[S:3][CH:4]=1, predict the reactants needed to synthesize it. The reactants are: [NH2:1][C:2]1[S:3][CH:4]=[C:5]([C:7]2[CH:16]=[CH:15][C:14]3[C:9](=[CH:10][CH:11]=[CH:12][CH:13]=3)[CH:8]=2)[N:6]=1.[C:17]12[C:25](=[O:26])[O:24][C:22](=[O:23])[C:18]=1[CH2:19][CH2:20][CH2:21]2. (4) Given the product [C:17]1([C:13]([C:12]2[CH:15]=[CH:16][C:9]([CH3:8])=[CH:10][CH:11]=2)([OH:5])[CH3:14])[CH:22]=[CH:21][CH:20]=[CH:19][CH:18]=1, predict the reactants needed to synthesize it. The reactants are: CN(C=[O:5])C.O=O.[CH3:8][C:9]1[CH:16]=[CH:15][C:12]([CH:13]=[CH2:14])=[CH:11][CH:10]=1.[C:17]1([Mg]Br)[CH:22]=[CH:21][CH:20]=[CH:19][CH:18]=1. (5) Given the product [C:16]1([CH2:15][CH2:14][CH2:13][CH2:12][CH2:11][CH2:10][C:9]([C:22]2[O:23][C:24]([CH:27]=[O:28])=[CH:25][N:26]=2)=[O:8])[CH:17]=[CH:18][CH:19]=[CH:20][CH:21]=1, predict the reactants needed to synthesize it. The reactants are: [Si]([O:8][CH:9]([C:22]1[O:23][C:24]([CH:27]=[O:28])=[CH:25][N:26]=1)[CH2:10][CH2:11][CH2:12][CH2:13][CH2:14][CH2:15][C:16]1[CH:21]=[CH:20][CH:19]=[CH:18][CH:17]=1)(C(C)(C)C)(C)C.[Si](OC(C1OC=CN=1)CCCCCCC1C=CC=CC=1)(C(C)(C)C)(C)C. (6) The reactants are: [CH3:1][O:2][C:3]1[CH:4]=[CH:5][C:6]([C:9]([O:11]C)=[O:10])=[N:7][CH:8]=1.O.[OH-].[Li+].Cl. Given the product [CH3:1][O:2][C:3]1[CH:4]=[CH:5][C:6]([C:9]([OH:11])=[O:10])=[N:7][CH:8]=1, predict the reactants needed to synthesize it. (7) Given the product [CH3:22][C:5]1[CH:6]=[C:7]([C:9]([F:21])([C:14]([F:19])([F:20])[C:15]([F:16])([F:17])[F:18])[C:10]([F:11])([F:12])[F:13])[CH:8]=[C:2]([CH3:1])[C:3]=1[C:42]1[C:41]([NH:40][C:38]([O:37][CH2:36][C:35]([Cl:51])([Cl:50])[Cl:34])=[O:39])=[CH:49][CH:48]=[CH:47][C:43]=1[C:44]([NH2:23])=[O:45], predict the reactants needed to synthesize it. The reactants are: [CH3:1][C:2]1[CH:8]=[C:7]([C:9]([F:21])([C:14]([F:20])([F:19])[C:15]([F:18])([F:17])[F:16])[C:10]([F:13])([F:12])[F:11])[CH:6]=[C:5]([CH3:22])[C:3]=1N.[N:23]1C=CC=CC=1.O1CCCC1.[Cl:34][C:35]([Cl:51])([Cl:50])[CH2:36][O:37][C:38]([NH:40][C:41]1[CH:42]=[C:43]([CH:47]=[CH:48][CH:49]=1)[C:44](Cl)=[O:45])=[O:39]. (8) Given the product [C:46]([O:45][C:44]([NH:43][C@H:41]([C:27]1[C:26]([F:25])=[C:31]([C:2]2[CH:23]=[C:22]([OH:24])[CH:21]=[C:4]([CH2:5][O:6][C:7]3[CH:12]=[CH:11][CH:10]=[CH:9][C:8]=3[CH2:13][C:14]([O:16][C:17]([CH3:20])([CH3:19])[CH3:18])=[O:15])[CH:3]=2)[CH:30]=[CH:29][CH:28]=1)[CH3:42])=[O:50])([CH3:47])([CH3:48])[CH3:49], predict the reactants needed to synthesize it. The reactants are: Br[C:2]1[CH:3]=[C:4]([CH:21]=[C:22]([OH:24])[CH:23]=1)[CH2:5][O:6][C:7]1[CH:12]=[CH:11][CH:10]=[CH:9][C:8]=1[CH2:13][C:14]([O:16][C:17]([CH3:20])([CH3:19])[CH3:18])=[O:15].[F:25][C:26]1[C:31](B2OC(C)(C)C(C)(C)O2)=[CH:30][CH:29]=[CH:28][C:27]=1[C@@H:41]([NH:43][C:44](=[O:50])[O:45][C:46]([CH3:49])([CH3:48])[CH3:47])[CH3:42]. (9) Given the product [ClH:54].[CH2:1]([O:3][C:4]1[N:9]=[CH:8][C:7]([NH:10][C:11](=[O:39])[CH2:12][C:13]2[CH:18]=[CH:17][C:16]([C:19]3[CH:24]=[C:23]([O:25][CH2:26][CH3:27])[C:22](=[O:28])[NH:21][CH:20]=3)=[CH:15][C:14]=2[F:38])=[CH:6][C:5]=1[C:40]([F:41])([F:43])[F:42])[CH3:2], predict the reactants needed to synthesize it. The reactants are: [CH2:1]([O:3][C:4]1[N:9]=[CH:8][C:7]([NH:10][C:11](=[O:39])[CH2:12][C:13]2[CH:18]=[CH:17][C:16]([C:19]3[CH:20]=[N:21][C:22]([O:28]CC4C=CC(OC)=CC=4)=[C:23]([O:25][CH2:26][CH3:27])[CH:24]=3)=[CH:15][C:14]=2[F:38])=[CH:6][C:5]=1[C:40]([F:43])([F:42])[F:41])[CH3:2].C(O)(C(F)(F)F)=O.[OH-].[Na+].C(Cl)[Cl:54]. (10) Given the product [CH:23]12[CH2:28][CH:26]([CH:25]=[CH:24]1)[CH2:27][CH:22]2[CH:12]([OH:11])[C:13]([F:20])([F:21])[CH:14]([OH:19])[C:15]([F:18])([F:17])[F:16], predict the reactants needed to synthesize it. The reactants are: [H-].C([Al+]CC(C)C)C(C)C.[OH:11][CH:12]([CH:22]1[CH2:27][CH:26]2[CH2:28][CH:23]1[CH:24]=[CH:25]2)[C:13]([F:21])([F:20])[C:14](=[O:19])[C:15]([F:18])([F:17])[F:16].Cl.